This data is from Experimentally validated miRNA-target interactions with 360,000+ pairs, plus equal number of negative samples. The task is: Binary Classification. Given a miRNA mature sequence and a target amino acid sequence, predict their likelihood of interaction. (1) The miRNA is hsa-miR-659-5p with sequence AGGACCUUCCCUGAACCAAGGA. The protein sequence of the target gene is MILLVNLFVLLSVVCVLLNLAGFILGCQGAQFVSSVPRCDLVDLGEGKICFCCEEFQPAKCTDKENALKLFPVQPCSAVHLLLKKVLFALCALNALTTTVCLVAAALRYLQIFATRRSCIDESQISAEEAEDHGRIPDPDDFVPPVPPPSYFATFYSCTPRMNRRMVGPDVIPLPHIYGARIKGVEVFCPLDPPPPYEAVVSQMDQEQGSSFQMSEGSEAAVIPLDLGCTQVTQDGDIPNIPAEENASTSTPSSTLVRPIRSRRALPPLRTRSKSDPVLHPSEERAAPVLSCEAATQTER.... Result: 0 (no interaction). (2) The miRNA is hsa-miR-6832-3p with sequence ACCCUUUUUCUCUUUCCCAG. The protein sequence of the target gene is MGSRASTLLRDEELEEIKKETGFSHSQITRLYSRFTSLDKGENGTLSREDFQRIPELAINPLGDRIINAFFPEGEDQVNFRGFMRTLAHFRPIEDNEKSKDVNGPEPLNSRSNKLHFAFRLYDLDKDEKISRDELLQVLRMMVGVNISDEQLGSIADRTIQEADQDGDSAISFTEFVKVLEKVDVEQKMSIRFLH. Result: 0 (no interaction). (3) The miRNA is mmu-miR-8103 with sequence UCUCCUGUUCUCUGUUCUCCC. The protein sequence of the target gene is MASTIKEALSVVSEDQSLFECAYGTPHLAKTEMTASSSSDYGQTSKMSPRVPQQDWLSQPPARVTIKMECNPSQVNGSRNSPDECSVAKGGKMVGSPDTVGMNYGSYMEEKHMPPPNMTTNERRVIVPADPTLWSTDHVRQWLEWAVKEYGLPDVNILLFQNIDGKELCKMTKDDFQRLTPSYNADILLSHLHYLRETPLPHLTSDDVDKALQNSPRLMHARNTGGAAFIFPNTSVYPEATQRITTRPDLPYEPPRRSAWTGHGHPTPQSKAAQPSPSTVPKTEDQRPQLDPYQILGPTS.... Result: 0 (no interaction). (4) The miRNA is hsa-miR-92a-3p with sequence UAUUGCACUUGUCCCGGCCUGU. Result: 1 (interaction). The protein sequence of the target gene is MALHSPQYIFGDFSPDEFNQFFVTPRSSVELPPYSGTVLCGTQAVDKLPDGQEYQRIEFGVDEVIEPSDTLPRTPSYSISSTLNPQAPEFILGCTASKITPDGITKEASYGSIDCQYPGSALALDGSSNVEAEVLENDGVSGGLGQRERKKKKKRPPGYYSYLKDGGDDSISTEALVNGHANSAVPNSVSAEDAEFMGDMPPSVTPRTCNSPQNSTDSVSDIVPDSPFPGALGSDTRTAGQPEGGPGADFGQSCFPAEAGRDTLSRTAGAQPCVGTDTTENLGVANGQILESSGEGTATN.... (5) The miRNA is cel-miR-244-5p with sequence UCUUUGGUUGUACAAAGUGGUAUG. The protein sequence of the target gene is MGNTSSERAALERHGGHKTPRRDSSGGTKDGDRPKILMDSPEDADLFHSEEIKAPEKEEFLAWQHDLEVNDKAPAQARPTVFRWTGGGKEVYLSGSFNNWSKLPLTRSHNNFVAILDLPEGEHQYKFFVDGQWTHDPSEPIVTSQLGTVNNIIQVKKTDFEVFDALMVDSQKCSDVSELSSSPPGPYHQEPYVCKPEERFRAPPILPPHLLQVILNKDTGISCDPALLPEPNHVMLNHLYALSIKDGVMVLSATHRYKKKYVTTLLYKPI. Result: 0 (no interaction). (6) The miRNA is mmu-miR-450b-5p with sequence UUUUGCAGUAUGUUCCUGAAUA. The protein sequence of the target gene is MASGDLYEVERIVDKRKNKKGKWEYLIRWKGYGSTEDTWEPEHHLLHCEEFIDEFNGLHLSKDKRVKSGKQAGASKLLRDARGLPVERLSHRPLEPGKSKPSSHKRKRVNSPLSRPKKGSSGKAPDRATKTVSYRTTPSGLQIMPLKKAQNGLENGDAGSEKDESHFGNGSHQPDLELNDQLGEQEASDCDGTHSALVENGVGSALTNGGLNLHSPVKRKLETEKDYVFDKRLRYSVRQNESNCRFRDIVVRKEEGFTHILLSSQTSDNNALTPEIMKEVRRALCNAATDDSKLLLLSAV.... Result: 1 (interaction).